Dataset: Experimentally validated miRNA-target interactions with 360,000+ pairs, plus equal number of negative samples. Task: Binary Classification. Given a miRNA mature sequence and a target amino acid sequence, predict their likelihood of interaction. (1) The miRNA is hsa-miR-193b-5p with sequence CGGGGUUUUGAGGGCGAGAUGA. The protein sequence of the target gene is MHSEAEESKEVATDVFNSKNLAVQAQKKILGKMVSKSIATTLIDDTSSEVLDELYRVTREYTQNKKEAEKIIKNLIKTVIKLAILYRNNQFNQDELALMEKFKKKVHQLAMTVVSFHQVDYTFDRNVLSRLLNECREMLHQIIQRHLTAKSHGRVNNVFDHFSDCEFLAALYNPFGNFKPHLQKLCDGINKMLDEENI. Result: 1 (interaction). (2) The miRNA is hsa-miR-186-3p with sequence GCCCAAAGGUGAAUUUUUUGGG. The protein sequence of the target gene is MLAPCSGWELGCFRLCLRQVRLWAGAGRWACWACQARPYSSGGSERWPGSETEVPPPGPGRRTLKEWTLQVSPFGRLRARLPCHLAVRPLDPLTYPDGDRVLVAVCGVEGGVRGLDGLQVKYDEDLEEMAIVSDTIHPQASVEVNAPLKFGLDIKSSGSGCVKVQSIEGDNCKIETEHGTSILQSVKGQKLHVQTKGGKVICLGTVYGNIDIHASDKSAVTIDKLQGSSVTVSTEDGLLKAKYLYTESSFLSSAAGDITLGSVHGNITLQSKMGNITVDSSSGCLKASTNQGAIDVYVSQ.... Result: 1 (interaction). (3) The miRNA is mmu-miR-324-5p with sequence CGCAUCCCCUAGGGCAUUGGUGU. The protein sequence of the target gene is MERDSHGNASPARTPSAGASPAQASPAGTPPGRASPAQASPAQASPAGTPPGRASPAQASPAGTPPGRASPGRASPAQASPAQASPARASPALASLSRSSSGRSSSARSASVTTSPTRVYLVRATPVGAVPIRSSPARSAPATRATRESPGTSLPKFTWREGQKQLPLIGCVLLLIALVVSLIILFQFWQGHTGIRYKEQRESCPKHAVRCDGVVDCKLKSDELGCVRFDWDKSLLKIYSGSSHQWLPICSSNWNDSYSEKTCQQLGFESAHRTTEVAHRDFANSFSILRYNSTIQESLH.... Result: 0 (no interaction).